This data is from Forward reaction prediction with 1.9M reactions from USPTO patents (1976-2016). The task is: Predict the product of the given reaction. (1) Given the reactants C[C:2]([OH:13])([C:9]([O:11][CH3:12])=[O:10])C1C=CC=CC=1.[O:14]1[CH:19]=[CH:18][CH2:17][CH2:16][CH2:15]1.[C:20]1([CH3:30])[CH:25]=[CH:24][C:23](S(O)(=O)=O)=[CH:22][CH:21]=1, predict the reaction product. The product is: [CH3:12][O:11][C:9](=[O:10])[C@@H:2]([O:13][CH:19]1[CH2:18][CH2:17][CH2:16][CH2:15][O:14]1)[CH2:30][C:20]1[CH:25]=[CH:24][CH:23]=[CH:22][CH:21]=1. (2) Given the reactants C1(P(=O)(C2C=CC=CC=2)C2C=CC=CC=2)C=CC=CC=1.FC(F)(F)S(OS(C(F)(F)F)(=O)=O)(=O)=O.[CH3:36][O:37][C:38]1[CH:39]=[C:40]2[C:44](=[C:45]([NH:47][S:48]([C:51]3[S:52][CH:53]=[CH:54][CH:55]=3)(=[O:50])=[O:49])[CH:46]=1)[NH:43][C:42]([C:56]([NH:58][CH2:59][CH2:60][S:61]C(C1C=CC=CC=1)(C1C=CC=CC=1)C1C=CC=CC=1)=O)=[CH:41]2.C(=O)([O-])O.[Na+], predict the reaction product. The product is: [S:61]1[CH2:60][CH2:59][N:58]=[C:56]1[C:42]1[NH:43][C:44]2[C:40]([CH:41]=1)=[CH:39][C:38]([O:37][CH3:36])=[CH:46][C:45]=2[NH:47][S:48]([C:51]1[S:52][CH:53]=[CH:54][CH:55]=1)(=[O:49])=[O:50].